From a dataset of Peptide-MHC class I binding affinity with 185,985 pairs from IEDB/IMGT. Regression. Given a peptide amino acid sequence and an MHC pseudo amino acid sequence, predict their binding affinity value. This is MHC class I binding data. (1) The peptide sequence is AMYRDMATI. The MHC is BoLA-HD6 with pseudo-sequence BoLA-HD6. The binding affinity (normalized) is 0.797. (2) The peptide sequence is SVNCFTSLVWAPL. The MHC is HLA-A02:01 with pseudo-sequence HLA-A02:01. The binding affinity (normalized) is 0.538. (3) The peptide sequence is ALLKNPQGI. The MHC is H-2-Kb with pseudo-sequence H-2-Kb. The binding affinity (normalized) is 0.